From a dataset of Reaction yield outcomes from USPTO patents with 853,638 reactions. Predict the reaction yield, written as a fraction of the theoretical maximum amount of product (1.0 means a 100% yield; for example, 0.34 means a 34% yield). (1) The reactants are [F:1][C:2]1[CH:9]=[CH:8][CH:7]=[C:6](F)[C:3]=1[C:4]#[N:5].[CH3:11][NH2:12]. The catalyst is C(O)C.O. The product is [F:1][C:2]1[CH:9]=[CH:8][CH:7]=[C:6]([NH:12][CH3:11])[C:3]=1[C:4]#[N:5]. The yield is 0.996. (2) The reactants are [Cl:1][C:2]1[C:7]([Cl:8])=[CH:6][C:5]([C:9]2[N:14]=[CH:13][N:12]=[C:11]([OH:15])[CH:10]=2)=[C:4]([N:16]2[CH:20]=[C:19]([C:21]([F:24])([F:23])[F:22])[N:18]=[N:17]2)[CH:3]=1.N[C@@H:26]1[C:42]2[CH:43]=[C:38]([CH:39]=[CH:40][N:41]=2)[C:37]2[N:36]([CH:44]([F:46])[F:45])[N:35]=[CH:34][C:33]=2[NH:32][C:31](=[O:47])[C@H:30]([CH3:48])[CH2:29][CH2:28][CH2:27]1.CN(C(ON1N=NC2C=CC=NC1=2)=[N+](C)C)C.F[P-](F)(F)(F)(F)F.C1CCN2C(=NCCC2)CC1. No catalyst specified. The product is [Cl:1][C:2]1[C:7]([Cl:8])=[CH:6][C:5]([C:9]2[N:14]=[CH:13][N:12]([C@@H:26]3[C:42]4[CH:43]=[C:38]([CH:39]=[CH:40][N:41]=4)[C:37]4[N:36]([CH:44]([F:45])[F:46])[N:35]=[CH:34][C:33]=4[NH:32][C:31](=[O:47])[C@H:30]([CH3:48])[CH2:29][CH2:28][CH2:27]3)[C:11](=[O:15])[CH:10]=2)=[C:4]([N:16]2[CH:20]=[C:19]([C:21]([F:23])([F:24])[F:22])[N:18]=[N:17]2)[CH:3]=1. The yield is 0.220.